From a dataset of Reaction yield outcomes from USPTO patents with 853,638 reactions. Predict the reaction yield, written as a fraction of the theoretical maximum amount of product (1.0 means a 100% yield; for example, 0.34 means a 34% yield). (1) The reactants are [NH:1]1[CH2:6][CH2:5][CH2:4][C@H:3]([CH2:7][N:8]2[C:12]3[CH:13]=[CH:14][CH:15]=[CH:16][C:11]=3[N:10]=[C:9]2[CH2:17][N:18]2[C@H:31]3[C@H:22]([CH2:23][CH2:24][C:25]4[C:30]3=[N:29][CH:28]=[CH:27][CH:26]=4)[CH2:21][CH2:20][CH2:19]2)[CH2:2]1.C=O.[C:34](O)(=O)C.C(O[BH-](OC(=O)C)OC(=O)C)(=O)C.[Na+]. The catalyst is O.ClCCCl. The product is [CH3:34][N:1]1[CH2:6][CH2:5][CH2:4][C@H:3]([CH2:7][N:8]2[C:12]3[CH:13]=[CH:14][CH:15]=[CH:16][C:11]=3[N:10]=[C:9]2[CH2:17][N:18]2[C@H:31]3[C@H:22]([CH2:23][CH2:24][C:25]4[C:30]3=[N:29][CH:28]=[CH:27][CH:26]=4)[CH2:21][CH2:20][CH2:19]2)[CH2:2]1. The yield is 0.840. (2) The yield is 0.700. The reactants are O=S(Cl)Cl.[C:5]([C:9]1[NH:10][C:11]2[C:16]([CH:17]=1)=[CH:15][C:14]([N+:18]([O-:20])=[O:19])=[CH:13][C:12]=2[C:21]([OH:23])=[O:22])([CH3:8])([CH3:7])[CH3:6].[CH3:24]O. No catalyst specified. The product is [C:5]([C:9]1[NH:10][C:11]2[C:16]([CH:17]=1)=[CH:15][C:14]([N+:18]([O-:20])=[O:19])=[CH:13][C:12]=2[C:21]([O:23][CH3:24])=[O:22])([CH3:8])([CH3:6])[CH3:7]. (3) The reactants are [Cl:1][C:2]1[N:7]=[C:6](Cl)[CH:5]=[CH:4][N:3]=1.[NH2:9][C:10]1[CH:15]=[CH:14][CH:13]=[CH:12][CH:11]=1.CCN(C(C)C)C(C)C. The catalyst is CCCCO. The product is [Cl:1][C:2]1[N:7]=[C:6]([NH:9][C:10]2[CH:15]=[CH:14][CH:13]=[CH:12][CH:11]=2)[CH:5]=[CH:4][N:3]=1. The yield is 0.510. (4) The reactants are Br[C:2]1[CH:3]=[CH:4][C:5]2[O:9][CH:8]=[CH:7][C:6]=2[CH:10]=1.II.CN([CH:16]=[O:17])C.Cl. The catalyst is C1COCC1.O. The product is [CH:16]([C:2]1[CH:3]=[CH:4][C:5]2[O:9][CH:8]=[CH:7][C:6]=2[CH:10]=1)=[O:17]. The yield is 0.540. (5) The reactants are [F:1][C:2]([F:15])([F:14])[C:3]1[CH:12]=[CH:11][C:10]([NH2:13])=[C:9]2[C:4]=1[CH:5]=[CH:6][CH:7]=[N:8]2.[N+:16]([C:19]1[CH:24]=[CH:23][CH:22]=[CH:21][C:20]=1[S:25](Cl)(=[O:27])=[O:26])([O-:18])=[O:17].N1C=CC=CC=1. The catalyst is CN(C1C=CN=CC=1)C.C(Cl)Cl. The product is [N+:16]([C:19]1[CH:24]=[CH:23][CH:22]=[CH:21][C:20]=1[S:25]([NH:13][C:10]1[CH:11]=[CH:12][C:3]([C:2]([F:1])([F:14])[F:15])=[C:4]2[C:9]=1[N:8]=[CH:7][CH:6]=[CH:5]2)(=[O:27])=[O:26])([O-:18])=[O:17]. The yield is 0.560.